This data is from Full USPTO retrosynthesis dataset with 1.9M reactions from patents (1976-2016). The task is: Predict the reactants needed to synthesize the given product. The reactants are: [C:1]([O:5][C:6]([N:8]1[CH2:13][CH2:12][CH:11]([CH2:14][CH2:15][C:16]([OH:18])=O)[CH2:10][CH2:9]1)=[O:7])([CH3:4])([CH3:3])[CH3:2].[CH3:19][O:20][NH:21][CH3:22]. Given the product [CH3:19][O:20][N:21]([CH3:22])[C:16](=[O:18])[CH2:15][CH2:14][CH:11]1[CH2:10][CH2:9][N:8]([C:6]([O:5][C:1]([CH3:2])([CH3:3])[CH3:4])=[O:7])[CH2:13][CH2:12]1, predict the reactants needed to synthesize it.